Task: Predict the reactants needed to synthesize the given product.. Dataset: Full USPTO retrosynthesis dataset with 1.9M reactions from patents (1976-2016) (1) Given the product [CH2:1]([C:3]1[CH:36]=[CH:35][CH:34]=[CH:33][C:4]=1[O:5][C:6]1[CH:11]=[CH:10][CH:9]=[CH:8][C:7]=1[C@:12]([C@@H:20]1[CH2:25][CH2:24][CH2:23][NH:22][CH2:21]1)([OH:19])[CH2:13][CH2:14][CH2:15][CH2:16][O:17][CH3:18])[CH3:2], predict the reactants needed to synthesize it. The reactants are: [CH2:1]([C:3]1[CH:36]=[CH:35][CH:34]=[CH:33][C:4]=1[O:5][C:6]1[CH:11]=[CH:10][CH:9]=[CH:8][C:7]=1[C@:12]([C@@H:20]1[CH2:25][CH2:24][CH2:23][N:22](C(OC(C)(C)C)=O)[CH2:21]1)([OH:19])[CH2:13][CH2:14][CH2:15][CH2:16][O:17][CH3:18])[CH3:2].[OH-].[Na+]. (2) The reactants are: [Br:1][C:2]1[CH:3]=[C:4]2[C:9](=[CH:10][CH:11]=1)[N:8]=[CH:7][C:6]([N+:12]([O-])=O)=[C:5]2[NH:15][C:16]1[CH:21]=[CH:20][C:19]([C:22]([CH3:26])([CH3:25])[C:23]#[N:24])=[CH:18][CH:17]=1.[H][H]. Given the product [NH2:12][C:6]1[CH:7]=[N:8][C:9]2[C:4]([C:5]=1[NH:15][C:16]1[CH:17]=[CH:18][C:19]([C:22]([CH3:25])([CH3:26])[C:23]#[N:24])=[CH:20][CH:21]=1)=[CH:3][C:2]([Br:1])=[CH:11][CH:10]=2, predict the reactants needed to synthesize it. (3) Given the product [CH3:10][C:9]([OH:36])([C:8]([NH:40][C:23]1[CH:24]=[C:25]([Cl:1])[C:26]([Cl:2])=[C:27]([Cl:16])[CH:28]=1)=[O:15])[CH3:12], predict the reactants needed to synthesize it. The reactants are: [Cl-:1].[Cl-:2].[Ca+2].O=[Al-]=O.[Na+].[CH2:8]([OH:15])[C:9](N)([CH2:12]O)[CH2:10]O.[ClH:16].[CH3:23][CH2:24][CH2:25][CH2:26][CH2:27][CH2:28][CH2:23][CH2:24][CH2:25][CH2:26][CH2:27][CH2:28]OS([O-])(=O)=O.[Na+].S([O-])([O-])(=O)=[O:36].[NH4+:40].[NH4+]. (4) Given the product [CH:27]([O:30][C:31]1[CH:32]=[CH:33][C:16]([C:15]2[N:3]=[C:4]([OH:14])[C:5]3[C:6]([CH:13]=2)=[CH:7][C:8]([O:11][CH3:12])=[CH:9][CH:10]=3)=[N:35][CH:36]=1)([CH3:29])[CH3:28], predict the reactants needed to synthesize it. The reactants are: C([N:3]([CH2:15][CH3:16])[C:4](=[O:14])[C:5]1[CH:10]=[CH:9][C:8]([O:11][CH3:12])=[CH:7][C:6]=1[CH3:13])C.C([Li])(C)(C)C.CCCCC.[CH:27]([O:30][C:31]1[CH:32]=[CH:33]C(C#N)=[N:35][CH:36]=1)([CH3:29])[CH3:28]. (5) Given the product [CH2:14]([O:13][N:12]=[CH:11][C:5]1([C:3]([OH:4])=[O:2])[CH2:10][CH2:9][CH2:8][CH2:7][CH2:6]1)[C:15]1[CH:20]=[CH:19][CH:18]=[CH:17][CH:16]=1, predict the reactants needed to synthesize it. The reactants are: C[O:2][C:3]([C:5]1([CH:11]=[N:12][O:13][CH2:14][C:15]2[CH:20]=[CH:19][CH:18]=[CH:17][CH:16]=2)[CH2:10][CH2:9][CH2:8][CH2:7][CH2:6]1)=[O:4].[OH-].[Na+].Cl. (6) The reactants are: C(O[C:4]([C:6]1[C:7]([OH:22])=[C:8]2[C:14]([C:15]3[CH:20]=[CH:19][C:18]([F:21])=[CH:17][CH:16]=3)=[N:13][S:12][C:9]2=[CH:10][N:11]=1)=[O:5])C.[NH2:23][CH2:24][C:25]([OH:27])=[O:26].C[O-].[Na+]. Given the product [F:21][C:18]1[CH:17]=[CH:16][C:15]([C:14]2[C:8]3[C:9](=[CH:10][N:11]=[C:6]([C:4]([NH:23][CH2:24][C:25]([OH:27])=[O:26])=[O:5])[C:7]=3[OH:22])[S:12][N:13]=2)=[CH:20][CH:19]=1, predict the reactants needed to synthesize it. (7) Given the product [Br:26][C:11]1[C:10](=[O:27])[N:9]([C:5]2[CH:4]=[C:3]([CH:8]=[CH:7][CH:6]=2)[CH2:2][NH:1][S:36]([CH3:35])(=[O:38])=[O:37])[C:14]([CH3:15])=[CH:13][C:12]=1[O:16][CH2:17][C:18]1[CH:23]=[CH:22][C:21]([F:24])=[CH:20][C:19]=1[F:25], predict the reactants needed to synthesize it. The reactants are: [NH2:1][CH2:2][C:3]1[CH:4]=[C:5]([N:9]2[C:14]([CH3:15])=[CH:13][C:12]([O:16][CH2:17][C:18]3[CH:23]=[CH:22][C:21]([F:24])=[CH:20][C:19]=3[F:25])=[C:11]([Br:26])[C:10]2=[O:27])[CH:6]=[CH:7][CH:8]=1.CN1CCOCC1.[CH3:35][S:36](Cl)(=[O:38])=[O:37].CN=C=O.